From a dataset of Catalyst prediction with 721,799 reactions and 888 catalyst types from USPTO. Predict which catalyst facilitates the given reaction. Reactant: [H-].[Na+].[C:3](#[N:7])[CH2:4][C:5]#[N:6].Br[CH2:9][CH2:10][CH2:11][CH2:12]Br.Cl. Product: [C:4]1([C:3]#[N:7])([C:5]#[N:6])[CH2:12][CH2:11][CH2:10][CH2:9]1. The catalyst class is: 3.